Predict the product of the given reaction. From a dataset of Forward reaction prediction with 1.9M reactions from USPTO patents (1976-2016). (1) Given the reactants [NH2:1][C:2]1[C:3]([F:23])=[CH:4][C:5]([Cl:22])=[C:6]([CH:21]=1)[O:7][C:8]1[CH:20]=[CH:19][CH:18]=[CH:17][C:9]=1[O:10][CH2:11][C:12]([O:14][CH2:15][CH3:16])=[O:13].Cl[C:25]([O:27][CH2:28][CH3:29])=[O:26].O1CCCC1.Cl, predict the reaction product. The product is: [Cl:22][C:5]1[CH:4]=[C:3]([F:23])[C:2]([NH:1][C:25]([O:27][CH2:28][CH3:29])=[O:26])=[CH:21][C:6]=1[O:7][C:8]1[CH:20]=[CH:19][CH:18]=[CH:17][C:9]=1[O:10][CH2:11][C:12]([O:14][CH2:15][CH3:16])=[O:13]. (2) Given the reactants [CH3:1][CH2:2][CH2:3][CH2:4][CH2:5][CH:6]=O.[CH3:8][N:9]([CH3:14])[CH2:10][CH2:11][CH2:12][NH2:13].[BH4-].[Na+], predict the reaction product. The product is: [CH2:6]([NH:13][CH2:12][CH2:11][CH2:10][N:9]([CH3:14])[CH3:8])[CH2:5][CH2:4][CH2:3][CH2:2][CH3:1].